This data is from Full USPTO retrosynthesis dataset with 1.9M reactions from patents (1976-2016). The task is: Predict the reactants needed to synthesize the given product. The reactants are: [C:1]([C:3]1[C:4]([N:15]2[CH2:18][CH:17]([C:19]([OH:21])=O)[CH2:16]2)=[N:5][C:6]([CH3:14])=[C:7]([C:9]([O:11][CH2:12][CH3:13])=[O:10])[CH:8]=1)#[N:2].[NH2:22][S:23]([CH2:26][C:27]1[CH:36]=[CH:35][CH:34]=[CH:33][C:28]=1[C:29]([O:31][CH3:32])=[O:30])(=[O:25])=[O:24].C(N(CC)CC)C.CN(C(ON1N=NC2C=CC=NC1=2)=[N+](C)C)C.F[P-](F)(F)(F)(F)F. Given the product [CH2:12]([O:11][C:9](=[O:10])[C:7]1[CH:8]=[C:3]([C:1]#[N:2])[C:4]([N:15]2[CH2:16][CH:17]([C:19]([NH:22][S:23]([CH2:26][C:27]3[CH:36]=[CH:35][CH:34]=[CH:33][C:28]=3[C:29]([O:31][CH3:32])=[O:30])(=[O:24])=[O:25])=[O:21])[CH2:18]2)=[N:5][C:6]=1[CH3:14])[CH3:13], predict the reactants needed to synthesize it.